Dataset: Full USPTO retrosynthesis dataset with 1.9M reactions from patents (1976-2016). Task: Predict the reactants needed to synthesize the given product. (1) Given the product [CH3:10][O:9][C:3]1[C:4]([CH3:8])=[N:5][CH:6]=[CH:7][C:2]=1[N:21]1[CH2:26][CH2:25][NH:24][CH2:23][CH2:22]1, predict the reactants needed to synthesize it. The reactants are: Cl[C:2]1[CH:7]=[CH:6][N:5]=[C:4]([CH3:8])[C:3]=1[O:9][CH3:10].COCCCOCCCO.[NH:21]1[CH2:26][CH2:25][NH:24][CH2:23][CH2:22]1.CN(C)C1C=CC=CC=1. (2) Given the product [Cl:11][C:9]1[C:8]([Cl:12])=[CH:7][C:6]([I:13])=[C:5]2[C:10]=1[CH2:2][NH:3][C:4]2=[O:14], predict the reactants needed to synthesize it. The reactants are: O[CH:2]1[C:10]2[C:5](=[C:6]([I:13])[CH:7]=[C:8]([Cl:12])[C:9]=2[Cl:11])[C:4](=[O:14])[N:3]1C(C)(C1C=CC=CC=1)C.FC(F)(F)C(O)=O.C([SiH](CC)CC)C. (3) Given the product [CH2:27]([O:26][C:21]1[CH:22]=[CH:23][CH:24]=[CH:25][C:20]=1[C:12]1([OH:19])[C:11]2[C:15](=[CH:16][CH:17]=[C:9]([C:7]#[N:8])[CH:10]=2)[N:14]([S:39]([C:37]2[CH:36]=[CH:35][CH:34]=[C:33]3[C:38]=2[N:29]=[CH:30][CH:31]=[CH:32]3)(=[O:40])=[O:41])[C:13]1=[O:18])[CH3:28], predict the reactants needed to synthesize it. The reactants are: C([O-])(C)(C)C.[K+].[C:7]([C:9]1[CH:10]=[C:11]2[C:15](=[CH:16][CH:17]=1)[NH:14][C:13](=[O:18])[C:12]2([C:20]1[CH:25]=[CH:24][CH:23]=[CH:22][C:21]=1[O:26][CH2:27][CH3:28])[OH:19])#[N:8].[N:29]1[C:38]2[C:33](=[CH:34][CH:35]=[CH:36][C:37]=2[S:39](Cl)(=[O:41])=[O:40])[CH:32]=[CH:31][CH:30]=1.C([O-])([O-])=O.[K+].[K+]. (4) The reactants are: [Br:1][C:2]1[CH:7]=[CH:6][C:5]([C:8]2([NH2:11])[CH2:10][CH2:9]2)=[CH:4][CH:3]=1.[CH2:12]1[CH2:16]OC[CH2:13]1.[CH:17](=O)[CH2:18][CH3:19].[BH3-]C#N.[Na+]. Given the product [Br:1][C:2]1[CH:3]=[CH:4][C:5]([C:8]2([N:11]([CH2:13][CH2:12][CH3:16])[CH2:17][CH2:18][CH3:19])[CH2:9][CH2:10]2)=[CH:6][CH:7]=1, predict the reactants needed to synthesize it. (5) Given the product [CH2:1]([O:3][C:4]([N:6]1[CH2:7][CH:8]=[C:9]([C:12]2[C:20]3[C:15](=[N:16][CH:17]=[CH:18][CH:19]=3)[N:14]([CH2:24][CH2:23][O:25][CH2:26][CH3:27])[CH:13]=2)[CH2:10][CH2:11]1)=[O:5])[CH3:2], predict the reactants needed to synthesize it. The reactants are: [CH2:1]([O:3][C:4]([N:6]1[CH2:11][CH:10]=[C:9]([C:12]2[C:20]3[C:15](=[N:16][CH:17]=[CH:18][CH:19]=3)[NH:14][CH:13]=2)[CH2:8][CH2:7]1)=[O:5])[CH3:2].[H-].[Na+].[CH2:23]([O:25][CH2:26][CH2:27]Br)[CH3:24].O.